Predict which catalyst facilitates the given reaction. From a dataset of Catalyst prediction with 721,799 reactions and 888 catalyst types from USPTO. (1) The catalyst class is: 2. Product: [CH3:9][N:8]1[C:16]2[C:15](=[CH:14][CH:13]=[CH:12][CH:11]=2)[C:1]([C:2]([Cl:4])=[O:3])=[CH:7]1. Reactant: [C:1](Cl)(=O)[C:2]([Cl:4])=[O:3].[CH3:7][N:8]1[C:16]2[C:11](=[CH:12][CH:13]=[CH:14][CH:15]=2)C(C(O)=O)=[CH:9]1.CN(C=O)C. (2) Reactant: [CH3:1][O:2][C:3]([CH:5]1[CH2:9][CH2:8][S:7](=[O:11])(=[O:10])[NH:6]1)=[O:4].C(=O)([O-])[O-].[K+].[K+].[C:18]([C:20]1[CH:21]=[C:22]([CH:25]=[CH:26][CH:27]=1)[CH2:23]Br)#[N:19].C([N+](CCCC)(CCCC)CCCC)CCC. Product: [CH3:1][O:2][C:3]([CH:5]1[CH2:9][CH2:8][S:7](=[O:11])(=[O:10])[N:6]1[CH2:23][C:22]1[CH:25]=[CH:26][CH:27]=[C:20]([C:18]#[N:19])[CH:21]=1)=[O:4]. The catalyst class is: 42. (3) Product: [O:14]1[CH2:15][CH2:16][N:11]([C:9]2[S:10][C:5]3[C:4]([N:17]4[CH2:22][CH2:21][O:20][CH2:19][CH2:18]4)=[N:3][C:2]([C:30]4[CH:29]=[N:31][C:2]([NH2:7])=[N:3][CH:4]=4)=[N:7][C:6]=3[N:8]=2)[CH2:12][CH2:13]1. Reactant: Cl[C:2]1[N:3]=[C:4]([N:17]2[CH2:22][CH2:21][O:20][CH2:19][CH2:18]2)[C:5]2[S:10][C:9]([N:11]3[CH2:16][CH2:15][O:14][CH2:13][CH2:12]3)=[N:8][C:6]=2[N:7]=1.C(=O)([O-])[O-].[Na+].[Na+].[C:29](#[N:31])[CH3:30]. The catalyst class is: 189. (4) Reactant: [O:1]([CH2:8][C:9]([NH:11][C:12]1[CH:21]=[CH:20][C:15]([C:16](OC)=[O:17])=[CH:14][CH:13]=1)=[O:10])[C:2]1[CH:7]=[CH:6][CH:5]=[CH:4][CH:3]=1.O.[NH2:23][NH2:24].O. Product: [NH:23]([C:16]([C:15]1[CH:20]=[CH:21][C:12]([NH:11][C:9](=[O:10])[CH2:8][O:1][C:2]2[CH:7]=[CH:6][CH:5]=[CH:4][CH:3]=2)=[CH:13][CH:14]=1)=[O:17])[NH2:24]. The catalyst class is: 14. (5) Reactant: [Cl:1][C:2]1[CH:39]=[CH:38][C:5]2[N:6]([CH:22]3[CH2:27][CH2:26][C:25](=[O:28])[N:24](CC4C=CC(OC)=CC=4)[CH2:23]3)[C:7]([CH2:9][N:10]3[C:14]4=[CH:15][N:16]=[CH:17][CH:18]=[C:13]4[C:12]4([CH2:20][CH2:19]4)[C:11]3=[O:21])=[N:8][C:4]=2[CH:3]=1.[N+]([O-])([O-])=O.[Ce+4].[NH4+].[NH4+].[N+]([O-])([O-])=O.[N+]([O-])([O-])=O.[N+]([O-])([O-])=O.[N+]([O-])([O-])=O.[N+]([O-])([O-])=O. The catalyst class is: 47. Product: [Cl:1][C:2]1[CH:39]=[CH:38][C:5]2[N:6]([CH:22]3[CH2:27][CH2:26][C:25](=[O:28])[NH:24][CH2:23]3)[C:7]([CH2:9][N:10]3[C:14]4=[CH:15][N:16]=[CH:17][CH:18]=[C:13]4[C:12]4([CH2:19][CH2:20]4)[C:11]3=[O:21])=[N:8][C:4]=2[CH:3]=1. (6) Reactant: [CH3:1][Mg]Br.[CH3:4][C:5]1[CH:12]=[C:11]([O:13][CH3:14])[C:10]([CH3:15])=[CH:9][C:6]=1[CH:7]=[O:8].Cl. Product: [CH3:14][O:13][C:11]1[C:10]([CH3:15])=[CH:9][C:6]([CH:7]([OH:8])[CH3:1])=[C:5]([CH3:4])[CH:12]=1. The catalyst class is: 30. (7) Reactant: [C:1]1([C:8]2[CH:14]=[CH:13][C:11]([NH2:12])=[CH:10][CH:9]=2)[CH:7]=[CH:6][C:4]([NH2:5])=[CH:3][CH:2]=1.ClC1C=C(C2C=CC(N)=C(Cl)C=2)C=CC=1[NH2:22].[NH3:31]. Product: [NH2:31][C:10]1[CH:9]=[C:8]([C:1]2[CH:2]=[CH:3][C:4]([NH2:5])=[C:6]([NH2:22])[CH:7]=2)[CH:14]=[CH:13][C:11]=1[NH2:12]. The catalyst class is: 536.